Task: Predict the product of the given reaction.. Dataset: Forward reaction prediction with 1.9M reactions from USPTO patents (1976-2016) (1) Given the reactants [CH3:1][N:2]([CH3:10])[N:3]1[CH2:8][CH2:7][C:6](=O)[CH2:5][CH2:4]1.C(N(CC)CC)C.Cl.[NH2:19][OH:20], predict the reaction product. The product is: [CH3:1][N:2]([CH3:10])[N:3]1[CH2:8][CH2:7][C:6](=[N:19][OH:20])[CH2:5][CH2:4]1. (2) Given the reactants [O:1]1[CH2:6][CH2:5][CH:4]([NH2:7])[CH2:3][CH2:2]1.[C:8]([O:12][C:13]([NH:15][C@@H:16]([CH3:29])[C:17]([NH:19][N:20]1[CH:24]=[CH:23][CH:22]=[C:21]1[C:25](OC)=[O:26])=[O:18])=[O:14])([CH3:11])([CH3:10])[CH3:9].C[Al](C)C.C(C(C(C([O-])=O)O)O)([O-])=O.[Na+].[Na+], predict the reaction product. The product is: [O:18]=[C:17]([NH:19][N:20]1[CH:24]=[CH:23][CH:22]=[C:21]1[C:25](=[O:26])[NH:7][CH:4]1[CH2:5][CH2:6][O:1][CH2:2][CH2:3]1)[C@@H:16]([NH:15][C:13](=[O:14])[O:12][C:8]([CH3:11])([CH3:10])[CH3:9])[CH3:29].